This data is from Forward reaction prediction with 1.9M reactions from USPTO patents (1976-2016). The task is: Predict the product of the given reaction. (1) The product is: [CH2:1]([N:3]1[C:8]([CH3:9])=[C:7]([C:10]#[N:11])[CH:6]([C:12]2[CH:13]=[C:14]3[C:15](=[CH:16][CH:17]=2)[NH:26][N:25]=[C:19]3[NH2:20])[C:5]([C:21]#[N:22])=[C:4]1[CH3:23])[CH3:2]. Given the reactants [CH2:1]([N:3]1[C:8]([CH3:9])=[C:7]([C:10]#[N:11])[CH:6]([C:12]2[CH:17]=[CH:16][C:15](F)=[C:14]([C:19]#[N:20])[CH:13]=2)[C:5]([C:21]#[N:22])=[C:4]1[CH3:23])[CH3:2].O.[NH2:25][NH2:26], predict the reaction product. (2) The product is: [C:1]([O:4][CH2:5][C:6]([C:9]1[N:10]=[C:11]([NH2:14])[S:12][CH:13]=1)([OH:8])[CH3:7])(=[O:3])[CH3:2]. Given the reactants [C:1]([O:4][CH2:5][C:6]([C:9]1[N:10]=[C:11]([NH:14]C(OCC=C)=O)[S:12][CH:13]=1)([OH:8])[CH3:7])(=[O:3])[CH3:2].C(N)CCC.C(O)=O.Cl, predict the reaction product. (3) Given the reactants C([N:8]1[CH2:13][CH2:12][CH:11]([N:14]([CH3:16])[CH3:15])[C:10]([CH2:18][CH3:19])([CH3:17])[CH2:9]1)C1C=CC=CC=1, predict the reaction product. The product is: [CH3:15][N:14]([CH3:16])[CH:11]1[CH2:12][CH2:13][NH:8][CH2:9][C:10]1([CH2:18][CH3:19])[CH3:17]. (4) Given the reactants [Li+].CC([N-]C(C)C)C.[Br:9][C:10]1[CH:11]=[C:12]2[C:17](=[CH:18][CH:19]=1)[N:16]=[C:15]([Cl:20])[CH:14]=[C:13]2[Cl:21].[CH2:22]([O:24][C:25](Cl)=[O:26])[CH3:23], predict the reaction product. The product is: [CH2:22]([O:24][C:25]([C:14]1[C:15]([Cl:20])=[N:16][C:17]2[C:12]([C:13]=1[Cl:21])=[CH:11][C:10]([Br:9])=[CH:19][CH:18]=2)=[O:26])[CH3:23].